This data is from Full USPTO retrosynthesis dataset with 1.9M reactions from patents (1976-2016). The task is: Predict the reactants needed to synthesize the given product. (1) Given the product [C:2]12([O:33][CH2:32][CH2:31][O:30][CH2:29][CH2:28][O:27][CH2:26][CH2:25][O:24][CH2:23][CH2:22][O:21][CH2:20][CH2:19][OH:34])[CH2:11][CH:6]3[CH2:7][CH:8]([CH2:10][CH:4]([CH2:5]3)[CH2:3]1)[CH2:9]2, predict the reactants needed to synthesize it. The reactants are: Br[C:2]12[CH2:11][CH:6]3[CH2:7][CH:8]([CH2:10][CH:4]([CH2:5]3)[CH2:3]1)[CH2:9]2.C(N(CC)CC)C.[CH2:19]([OH:34])[CH2:20][O:21][CH2:22][CH2:23][O:24][CH2:25][CH2:26][O:27][CH2:28][CH2:29][O:30][CH2:31][CH2:32][OH:33]. (2) Given the product [C:1]([C:4]1[CH:9]=[CH:8][C:7]([Br:10])=[CH:6][C:5]=1[O:11][S:12]([CH3:15])(=[O:13])=[O:14])(=[O:3])[CH3:2].[Br:10][C:7]1[CH:6]=[C:5]2[C:4]([C:1]([CH3:2])=[N:18][N:17]2[CH3:16])=[CH:9][CH:8]=1, predict the reactants needed to synthesize it. The reactants are: [C:1]([C:4]1[CH:9]=[CH:8][C:7]([Br:10])=[CH:6][C:5]=1[O:11][S:12]([CH3:15])(=[O:14])=[O:13])(=[O:3])[CH3:2].[CH3:16][NH:17][NH2:18].C([O-])(=O)C.[NH4+]. (3) Given the product [Br:1][C:2]1[CH:7]=[CH:6][C:5]([CH:20]=[O:21])=[N:4][C:3]=1[CH3:9], predict the reactants needed to synthesize it. The reactants are: [Br:1][C:2]1[C:3]([CH3:9])=[N:4][C:5](I)=[CH:6][CH:7]=1.ClCCl.C([Mg]Cl)(C)C.CN(C)[CH:20]=[O:21]. (4) Given the product [CH2:9]([O:8][C:6]([C:5]1[C:4](=[O:15])[NH:33][C:29]([N:26]2[CH2:25][CH2:24][CH:23]([C:21]([O:20][C:16]([CH3:19])([CH3:18])[CH3:17])=[O:22])[CH2:28][CH2:27]2)=[C:30]([C:31]#[N:32])[CH:11]=1)=[O:7])[CH3:10], predict the reactants needed to synthesize it. The reactants are: C(O[C:4](=[O:15])[C:5](=[CH:11]OCC)[C:6]([O:8][CH2:9][CH3:10])=[O:7])C.[C:16]([O:20][C:21]([CH:23]1[CH2:28][CH2:27][N:26]([C:29](=[NH:33])[CH2:30][C:31]#[N:32])[CH2:25][CH2:24]1)=[O:22])([CH3:19])([CH3:18])[CH3:17]. (5) Given the product [C:40]1([C:23]2[CH:24]=[CH:25][C:26]3[C:27]4[C:32]([C:33]5[C:34]=3[C:22]=2[CH:21]=[CH:20][CH:19]=5)=[CH:31][C:30]([C:15]2[CH:14]=[CH:13][C:12]([C:11]3[CH:6]=[CH:7][CH:8]=[CH:9][CH:10]=3)=[CH:17][CH:16]=2)=[CH:29][CH:28]=4)[CH:41]=[CH:42][C:37]([C:43]2[CH:10]=[CH:11][CH:6]=[CH:7][CH:8]=2)=[CH:38][CH:39]=1, predict the reactants needed to synthesize it. The reactants are: BrC1C=CC2[C:6]3[C:11]([C:12]4[C:17]=2[C:16]=1[CH:15]=[CH:14][CH:13]=4)=[CH:10][C:9](Br)=[CH:8][CH:7]=3.[CH:19]1[C:33]2=[C:34]3[C:26]([C:27]4[C:32]2=[CH:31][CH:30]=[CH:29][CH:28]=4)=[CH:25][CH:24]=[CH:23][C:22]3=[CH:21][CH:20]=1.BrBr.[C:37]1([CH3:43])[CH:42]=[CH:41][CH:40]=[CH:39][CH:38]=1. (6) Given the product [N:7]1([CH2:18][CH2:19][CH2:20][OH:21])[CH2:12][CH2:11][CH2:10][CH2:9][CH2:8]1, predict the reactants needed to synthesize it. The reactants are: C(=O)([O-])[O-].[K+].[K+].[NH:7]1[CH2:12][CH2:11][CH2:10][CH2:9][CH2:8]1.C(O)C.O.Br[CH2:18][CH2:19][CH2:20][OH:21]. (7) Given the product [CH2:1]([O:8][C@H:9]([C@@H:21]([CH2:26][O:27][CH2:28][C:29]1[CH:34]=[CH:33][CH:32]=[CH:31][CH:30]=1)[O:22][CH2:23][O:24][CH3:25])[C@H:10]([O:17][CH2:18][O:19][CH3:20])[C@H:11]([O:16][CH2:10][O:17][CH3:18])[C@@H:12]([O:15][CH2:1][O:8][CH3:9])[CH2:13][O:14][CH2:35][O:42][CH3:43])[C:2]1[CH:7]=[CH:6][CH:5]=[CH:4][CH:3]=1.[CH2:35]([O:42][CH2:43][C@H:44]([C@H:49]([C@H:58]([C@H:63]([C@@H:65]([CH2:67][O:68][CH2:10][O:17][CH3:18])[O:66][CH2:1][O:8][CH3:9])[O:64][CH2:1][O:8][CH3:9])[O:59][CH2:60][O:61][CH3:62])[O:50][CH2:51][C:52]1[CH:53]=[CH:54][CH:55]=[CH:56][CH:57]=1)[O:45][CH2:46][O:47][CH3:48])[C:36]1[CH:41]=[CH:40][CH:39]=[CH:38][CH:37]=1, predict the reactants needed to synthesize it. The reactants are: [CH2:1]([O:8][C@H:9]([C@@H:21]([CH2:26][O:27][CH2:28][C:29]1[CH:34]=[CH:33][CH:32]=[CH:31][CH:30]=1)[O:22][CH2:23][O:24][CH3:25])[C@H:10]([O:17][CH2:18][O:19][CH3:20])[C@H:11]([OH:16])[C@@H:12]([OH:15])[CH2:13][OH:14])[C:2]1[CH:7]=[CH:6][CH:5]=[CH:4][CH:3]=1.[CH2:35]([O:42][CH2:43][C@H:44]([C@H:49]([C@H:58]([C@H:63]([C@@H:65]([CH2:67][OH:68])[OH:66])[OH:64])[O:59][CH2:60][O:61][CH3:62])[O:50][CH2:51][C:52]1[CH:57]=[CH:56][CH:55]=[CH:54][CH:53]=1)[O:45][CH2:46][O:47][CH3:48])[C:36]1[CH:41]=[CH:40][CH:39]=[CH:38][CH:37]=1.